From a dataset of Catalyst prediction with 721,799 reactions and 888 catalyst types from USPTO. Predict which catalyst facilitates the given reaction. (1) Reactant: [F:1][C:2]1[CH:3]=[C:4]2[C:8](=[CH:9][CH:10]=1)[NH:7][CH:6]=[C:5]2[CH2:11][C:12]([OH:14])=[O:13].S(=O)(=O)(O)O.[C:20]([O-])(O)=O.[Na+]. Product: [CH3:20][O:13][C:12](=[O:14])[CH2:11][C:5]1[C:4]2[C:8](=[CH:9][CH:10]=[C:2]([F:1])[CH:3]=2)[NH:7][CH:6]=1. The catalyst class is: 5. (2) Reactant: [CH3:1][NH:2][CH3:3].Br[CH2:5][C:6]1[CH:7]=[C:8]2[C:13](=[CH:14][CH:15]=1)[O:12][C:11]([C:16]1[CH:21]=[CH:20][C:19]([OH:22])=[CH:18][CH:17]=1)=[CH:10][C:9]2=[O:23]. Product: [CH3:1][N:2]([CH2:5][C:6]1[CH:7]=[C:8]2[C:13](=[CH:14][CH:15]=1)[O:12][C:11]([C:16]1[CH:21]=[CH:20][C:19]([OH:22])=[CH:18][CH:17]=1)=[CH:10][C:9]2=[O:23])[CH3:3]. The catalyst class is: 1. (3) Reactant: [CH3:1][N:2]1[CH2:14][CH2:13][C:12]2[C:11]3[C:6](=[CH:7][CH:8]=[C:9]([CH3:15])[CH:10]=3)[NH:5][C:4]=2[CH2:3]1.[H-].[Na+].[CH3:18][O:19][C:20]1[CH:25]=[CH:24][C:23]([CH:26]2[CH2:28][O:27]2)=[CH:22][CH:21]=1. Product: [CH3:1][N:2]1[CH2:14][CH2:13][C:12]2[C:11]3[C:6](=[CH:7][CH:8]=[C:9]([CH3:15])[CH:10]=3)[N:5]([CH2:28][CH:26]([C:23]3[CH:24]=[CH:25][C:20]([O:19][CH3:18])=[CH:21][CH:22]=3)[OH:27])[C:4]=2[CH2:3]1. The catalyst class is: 655.